Task: Predict the product of the given reaction.. Dataset: Forward reaction prediction with 1.9M reactions from USPTO patents (1976-2016) (1) Given the reactants C([N-]C(C)C)(C)C.[Li+].[CH:9]1([C:14]([OH:16])=[O:15])[CH2:13][CH2:12][CH2:11][CH2:10]1.[C:17]([O:21][C:22]([CH3:25])([CH3:24])[CH3:23])(=[O:20])[CH:18]=[CH2:19].Cl, predict the reaction product. The product is: [C:22]([O:21][C:17](=[O:20])[CH2:18][CH2:19][C:9]1([C:14]([OH:16])=[O:15])[CH2:13][CH2:12][CH2:11][CH2:10]1)([CH3:25])([CH3:24])[CH3:23]. (2) Given the reactants [C:1]1([C:11]2[N:16]=[N:15][C:14](O)=[CH:13][C:12]=2[C:18]2[CH:23]=[CH:22][N:21]=[CH:20][CH:19]=2)[C:10]2[C:5](=[CH:6][CH:7]=[CH:8][CH:9]=2)[CH:4]=[CH:3][CH:2]=1.O=P(Cl)(Cl)[Cl:26].[OH-].[Na+], predict the reaction product. The product is: [Cl:26][C:14]1[N:15]=[N:16][C:11]([C:1]2[C:10]3[C:5](=[CH:6][CH:7]=[CH:8][CH:9]=3)[CH:4]=[CH:3][CH:2]=2)=[C:12]([C:18]2[CH:23]=[CH:22][N:21]=[CH:20][CH:19]=2)[CH:13]=1. (3) Given the reactants Cl.[CH3:2][C@@:3]([S:31]([CH3:34])(=[O:33])=[O:32])([CH2:14][CH2:15][N:16]1[CH:21]=[CH:20][C:19]([CH2:22][CH2:23][C:24]2[CH:29]=[CH:28][CH:27]=[CH:26][CH:25]=2)=[CH:18][C:17]1=[O:30])[C:4]([NH:6][O:7]C1CCCCO1)=[O:5], predict the reaction product. The product is: [OH:7][NH:6][C:4](=[O:5])[C@:3]([CH3:2])([S:31]([CH3:34])(=[O:33])=[O:32])[CH2:14][CH2:15][N:16]1[CH:21]=[CH:20][C:19]([CH2:22][CH2:23][C:24]2[CH:25]=[CH:26][CH:27]=[CH:28][CH:29]=2)=[CH:18][C:17]1=[O:30]. (4) The product is: [C:1]([C:5]1[CH:6]=[C:7]2[C:12](=[C:13]([F:15])[CH:14]=1)[C:11](=[O:16])[N:10]([C:17]1[CH:27]=[CH:26][CH:25]=[C:24]([C:38]3[N:39]=[C:40]([NH:47][C:48]4[CH:49]=[CH:50][C:51]([C:54]([N:56]5[CH2:61][CH2:60][O:59][CH2:58][CH2:57]5)=[O:55])=[CH:52][CH:53]=4)[C:41]4[N:42]([CH:44]=[CH:45][N:46]=4)[CH:43]=3)[C:18]=1[CH2:19][O:20][C:21](=[O:23])[CH3:22])[N:9]=[CH:8]2)([CH3:2])([CH3:3])[CH3:4]. Given the reactants [C:1]([C:5]1[CH:6]=[C:7]2[C:12](=[C:13]([F:15])[CH:14]=1)[C:11](=[O:16])[N:10]([C:17]1[CH:27]=[CH:26][CH:25]=[C:24](B3OC(C)(C)C(C)(C)O3)[C:18]=1[CH2:19][O:20][C:21](=[O:23])[CH3:22])[N:9]=[CH:8]2)([CH3:4])([CH3:3])[CH3:2].Br[C:38]1[N:39]=[C:40]([NH:47][C:48]2[CH:53]=[CH:52][C:51]([C:54]([N:56]3[CH2:61][CH2:60][O:59][CH2:58][CH2:57]3)=[O:55])=[CH:50][CH:49]=2)[C:41]2[N:42]([CH:44]=[CH:45][N:46]=2)[CH:43]=1.C([O-])([O-])=O.[K+].[K+].CC(C1C=C(C(C)C)C(C2C=CC=CC=2P(C2CCCCC2)C2CCCCC2)=C(C(C)C)C=1)C, predict the reaction product. (5) The product is: [C:1]([CH:3]1[CH2:6][N:5]([C:7](=[O:31])[C@H:8]([NH:10][C:11]([C:13]2[C:21]3[C:16](=[N:17][CH:18]=[C:19]([C:72]4[CH:71]=[C:70]([C:69](=[O:89])[NH:68][CH3:67])[CH:75]=[CH:74][N:73]=4)[N:20]=3)[NH:15][CH:14]=2)=[O:12])[CH3:9])[CH2:4]1)#[N:2]. Given the reactants [C:1]([CH:3]1[CH2:6][N:5]([C:7](=[O:31])[C@H:8]([NH:10][C:11]([C:13]2[C:21]3[C:16](=[N:17][CH:18]=[C:19](Br)[N:20]=3)[N:15](COCC[Si](C)(C)C)[CH:14]=2)=[O:12])[CH3:9])[CH2:4]1)#[N:2].C(C1CCN(C(=O)[C@H](NC(C2C3C(=NC=C(Br)N=3)N(COCC[Si](C)(C)C)C=2)=O)C2CC2)CC1)#N.[CH3:67][NH:68][C:69](=[O:89])[C:70]1[CH:75]=[CH:74][N:73]=[C:72]([Sn](CCCC)(CCCC)CCCC)[CH:71]=1.C(C1C=CN=C([Sn](CCCC)(CCCC)CCCC)C=1)(C)(C)C, predict the reaction product. (6) Given the reactants [F:1][C:2]1[CH:3]=[C:4]2[C:8](=[CH:9][CH:10]=1)[NH:7][CH:6]=[C:5]2[CH:11]=[O:12].[OH-].[K+].[C:15]1([CH3:25])[CH:20]=[CH:19][C:18]([S:21](Cl)(=[O:23])=[O:22])=[CH:17][CH:16]=1, predict the reaction product. The product is: [F:1][C:2]1[CH:3]=[C:4]2[C:8](=[CH:9][CH:10]=1)[N:7]([S:21]([C:18]1[CH:19]=[CH:20][C:15]([CH3:25])=[CH:16][CH:17]=1)(=[O:23])=[O:22])[CH:6]=[C:5]2[CH:11]=[O:12]. (7) Given the reactants [Si](O[CH:9]([C:12]1[CH:17]=[CH:16][C:15]([CH2:18][C:19]([C:36]#[N:37])([CH3:35])[C:20]([N:22]([CH:32]2[CH2:34][CH2:33]2)[CH2:23][C:24]2[CH:29]=[CH:28][CH:27]=[C:26]([Cl:30])[C:25]=2[Cl:31])=[O:21])=[CH:14][CH:13]=1)[CH2:10][CH3:11])(C(C)(C)C)(C)C.[F-].C([N+](CCCC)(CCCC)CCCC)CCC.C1C[O:59]CC1, predict the reaction product. The product is: [C:36]([C:19]([CH3:35])([CH2:18][C:15]1[CH:16]=[CH:17][C:12]([CH2:9][CH2:10][CH2:11][OH:59])=[CH:13][CH:14]=1)[C:20]([N:22]([CH:32]1[CH2:34][CH2:33]1)[CH2:23][C:24]1[CH:29]=[CH:28][CH:27]=[C:26]([Cl:30])[C:25]=1[Cl:31])=[O:21])#[N:37].